This data is from Experimentally validated miRNA-target interactions with 360,000+ pairs, plus equal number of negative samples. The task is: Binary Classification. Given a miRNA mature sequence and a target amino acid sequence, predict their likelihood of interaction. (1) The miRNA is hsa-miR-4530 with sequence CCCAGCAGGACGGGAGCG. The protein sequence of the target gene is MEEEMQPAEEGPSVPKIYKQRSPYSVLKTFPSKRPALAKRYERPTLVELPHVRAPPPPPPPFAPHAAVSISSSEPPPQQFQAQSSYPPGPGRAAAAASSSSPSCTPATSQGHLRTPAQPPPASPAASSSSSFAAVVRYGPGAAAAAGTGGTGSDSASLELSAESRMILDAFAQQCSRVLSLLNCGGKLLDSNHSQSMISCVKQEGSSYNERQEHCHIGKGVHSQTSDNVDIEMQYMQRKQQTSAFLRVFTDSLQNYLLSGSFPTPNPSSASEYGHLADVDPLSTSPVHTLGGWTSPATSE.... Result: 1 (interaction). (2) The miRNA is hsa-miR-27b-5p with sequence AGAGCUUAGCUGAUUGGUGAAC. The protein sequence of the target gene is MEHVTEGSWESLPVPLHPQVLGALRELGFPYMTPVQSATIPLFMRNKDVAAEAVTGSGKTLAFVIPILEILLRREEKLKKSQVGAIIITPTRELAIQIDEVLSHFTKHFPEFSQILWIGGRNPGEDVERFKQQGGNIIVATPGRLEDMFRRKAEGLDLASCVRSLDVLVLDEADRLLDMGFEASINTILEFLPKQRRTGLFSATQTQEVENLVRAGLRNPVRVSVKEKGVAASSAQKTPSRLENYYMVCKADEKFNQLVHFLRNHKQEKHLVFFSTCACVEYYGKALEVLVKGVKIMCIH.... Result: 1 (interaction). (3) The miRNA is hsa-miR-590-3p with sequence UAAUUUUAUGUAUAAGCUAGU. The protein sequence of the target gene is MTNEEPLPKKVRLSETDFKVMARDELILRWKQYEAYVQALEGKYTDLNSNDVTGLRESEEKLKQQQQESARRENILVMRLATKEQEMQECTTQIQYLKQVQQPSVAQLRSTMVDPAINLFFLKMKGELEQTKDKLEQAQNELSAWKFTPDSQTGKKLMAKCRMLIQENQELGRQLSQGRIAQLEAELALQKKYSEELKSSQDELNDFIIQLDEEVEGMQSTILVLQQQLKETRQQLAQYQQQQSQASAPSTSRTTASEPVEQSEATSKDCSRLTNGPSNGSSSRQRTSGSGFHREGNTTE.... Result: 1 (interaction). (4) The miRNA is hsa-miR-4524a-3p with sequence UGAGACAGGCUUAUGCUGCUAU. The protein sequence of the target gene is MSENSSDSDSSCGWTVISHEGSDIEMLNSVTPTDSCEPAPECSSLEQEELQALQIEQGESSQNGTVLMEETAYPALEETSSTIEAEEQKIPEDSIYIGTASDDSDIVTLEPPKLEEIGNQEVVIVEEAQSSEDFNMGSSSSSQYTFCQPETVFSSQPSDDESSSDETSNQPSPAFRRRRARKKTVSASESEDRLVAEQETEPSKELSKRQFSSGLNKCVILALVIAISMGFGHFYGTIQIQKRQQLVRKIHEDELNDMKDYLSQCQQEQESFIDYKSLKENLARCWTLTEAEKMSFETQK.... Result: 1 (interaction). (5) The miRNA is hsa-miR-552-5p with sequence GUUUAACCUUUUGCCUGUUGG. The protein sequence of the target gene is MVSWIISRLVVLIFGTLYPAYSSYKAVKTKNVKEYVKWMMYWIVFAFFTTAETLTDIVLSWFPFYFELKIAFVIWLLSPYTKGSSVLYRKFVHPTLSNKEKEIDEYITQARDKSYETMMRVGKRGLNLAANAAVTAAAKGVLSEKLRSFSMQDLTLIRDEDALPLQRPDGRLRPSPGSLLDTIEDLGDDPALSLRSSTNPADSRTEASEDDMGDKAPKRAKPIKKAPKAEPLASKTLKTRPKKKTSGGGDSA. Result: 0 (no interaction). (6) The miRNA is hsa-miR-518a-5p with sequence CUGCAAAGGGAAGCCCUUUC. The protein sequence of the target gene is MKRGGRDSDQDSAEEGTAEKPKRPRTTQERSQPCDWGNLLQDIVLHVFKYLPLLDRAHASQVCRNWNQVFHMPDLWRCFEFELNQPATSYLKATHPELIKQIIKRHSNHLQYVSFKVDSSKESAEAACDILSQLVNCSLKTLGLISTARPSFMDLPKSHFISALTVVFVNSKSLSSLKIDDTPVDDPSLKVLVANNSDTLKLLKMSSCPHVSPAGILCVADQCHGLRELALNYHLLSDELLLALSSEKHVRLEHLRIDVVSENPGQTHFHTIQKSSWDAFIKHSPKVNLVMYFFLYEEEF.... Result: 0 (no interaction). (7) The miRNA is hsa-miR-330-3p with sequence GCAAAGCACACGGCCUGCAGAGA. The protein sequence of the target gene is MAGLNVSLSFFFATFTLCEAARRASKALLPVGAYEVFAREAMRTLVELGPWAGDFGPDLLLTLLFLLFLAHGVTLDGASANPTVSLQEFLMAEESLPGTLLKLAAQGLGMQAACTLTRLCWAWELSDLHLLQSLMAQSCSSALRTSVPHGALVEAACAFCFHLTLLHLRHSPPAYSGPAVALLVTVTAYTAGPFTSAFFNPALAASVTFACSGHTLLEYVQVYWLGPLTGMVLAVLLHQGRLPHLFQRNLFYGQKNKYRAPRGKPAPASGDTQTPAKGSSVREPGRSGVEGPHSS. Result: 0 (no interaction). (8) Result: 0 (no interaction). The protein sequence of the target gene is MAGNCSWEAHPGNRNKMCPGLSEAPELYSRGFLTIEQIAMLPPPAVMNYIFLLLCLCGLVGNGLVLWFFGFSIKRNPFSIYFLHLASADVGYLFSKAVFSILNTGGFLGTFADYIRSVCRVLGLCMFLTGVSLLPAVSAERCASVIFPAWYWRRRPKRLSAVVCALLWVLSLLVTCLHNYFCVFLGRGAPGAACRHMDIFLGILLFLLCCPLMVLPCLALILHVECRARRRQRSAKLNHVILAMVSVFLVSSIYLGIDWFLFWVFQIPAPFPEYVTDLCICINSSAKPIVYFLAGRDKSQ.... The miRNA is ssc-miR-181d-5p with sequence AACAUUCAUUGUUGUCGGUGGGUU. (9) The miRNA is hsa-miR-487a-3p with sequence AAUCAUACAGGGACAUCCAGUU. The protein sequence of the target gene is MAALASSLIRQKREVREPGGSRPVSAQRRVCPRGTKSLCQKQLLILLSKVRLCGGRPTRQDRGPEPQLKGIVTKLFCRQGFYLQANPDGSIQGTPEDTSSFTHFNLIPVGLRVVTIQSAKLGHYMAMNAEGLLYSSPHFTAECRFKECVFENYYVLYASALYRQRRSGRAWYLGLDKEGRVMKGNRVKKTKAAAHFVPKLLEVAMYREPSLHSVPETSPSSPPAH. Result: 0 (no interaction).